This data is from Reaction yield outcomes from USPTO patents with 853,638 reactions. The task is: Predict the reaction yield, written as a fraction of the theoretical maximum amount of product (1.0 means a 100% yield; for example, 0.34 means a 34% yield). (1) The reactants are S(Cl)([Cl:4])(=O)=O.[C:6]([CH2:14][C:15]([O:17][CH2:18][CH3:19])=[O:16])(=[O:13])[C:7]1[CH:12]=[CH:11][CH:10]=[CH:9][CH:8]=1.O.C([O-])(O)=O.[Na+]. The catalyst is C1(C)C=CC=CC=1. The product is [Cl:4][CH:14]([C:6](=[O:13])[C:7]1[CH:12]=[CH:11][CH:10]=[CH:9][CH:8]=1)[C:15]([O:17][CH2:18][CH3:19])=[O:16]. The yield is 0.840. (2) The reactants are [CH2:1]([C:3]1[CH:34]=[CH:33][C:6]([CH2:7][O:8][C:9]2[CH:14]=[CH:13][C:12]([CH:15]3[CH2:18][N:17]([C:19]([C:21]4[CH:26]=[C:25]([O:27][CH2:28][CH2:29][OH:30])[CH:24]=[CH:23][N:22]=4)=[O:20])[CH2:16]3)=[CH:11][C:10]=2[O:31][CH3:32])=[CH:5][CH:4]=1)[CH3:2].C(N(CC)CC)C.[CH3:42][S:43](Cl)(=[O:45])=[O:44].O. The catalyst is O1CCCC1. The product is [CH3:42][S:43]([O:30][CH2:29][CH2:28][O:27][C:25]1[CH:24]=[CH:23][N:22]=[C:21]([C:19]([N:17]2[CH2:16][CH:15]([C:12]3[CH:13]=[CH:14][C:9]([O:8][CH2:7][C:6]4[CH:5]=[CH:4][C:3]([CH2:1][CH3:2])=[CH:34][CH:33]=4)=[C:10]([O:31][CH3:32])[CH:11]=3)[CH2:18]2)=[O:20])[CH:26]=1)(=[O:45])=[O:44]. The yield is 0.970. (3) The reactants are Br[C:2]1[C:3]([C:11]#[N:12])=[CH:4][C:5]2[N:6]([CH:8]=[CH:9][N:10]=2)[CH:7]=1.[Cl:13][C:14]1[CH:19]=[C:18]([Cl:20])[CH:17]=[CH:16][C:15]=1B(O)O.C([O-])([O-])=O.[Na+].[Na+]. The product is [Cl:13][C:14]1[CH:19]=[C:18]([Cl:20])[CH:17]=[CH:16][C:15]=1[C:2]1[C:3]([C:11]#[N:12])=[CH:4][C:5]2[N:6]([CH:8]=[CH:9][N:10]=2)[CH:7]=1. The catalyst is COCCOC.CCOC(C)=O.C1C=CC([P]([Pd]([P](C2C=CC=CC=2)(C2C=CC=CC=2)C2C=CC=CC=2)([P](C2C=CC=CC=2)(C2C=CC=CC=2)C2C=CC=CC=2)[P](C2C=CC=CC=2)(C2C=CC=CC=2)C2C=CC=CC=2)(C2C=CC=CC=2)C2C=CC=CC=2)=CC=1. The yield is 0.390. (4) The reactants are [F:1][C:2]1[CH:16]=[CH:15][C:5]([CH2:6][O:7][C:8]2[CH:13]=[CH:12][NH:11][C:10](=[O:14])[CH:9]=2)=[CH:4][CH:3]=1.[Br:17]Br. The catalyst is CC(O)=O. The product is [Br:17][C:9]1[C:10](=[O:14])[NH:11][CH:12]=[CH:13][C:8]=1[O:7][CH2:6][C:5]1[CH:15]=[CH:16][C:2]([F:1])=[CH:3][CH:4]=1. The yield is 0.480. (5) The yield is 0.670. The reactants are [Br:1][C:2]1[C:3]([S:9][CH3:10])=[N:4][C:5](Cl)=[N:6][CH:7]=1.[Cl:11][C:12]1[CH:13]=[C:14]([CH:16]=[CH:17][C:18]=1[F:19])[NH2:15].Cl. The catalyst is CCCCO.O1CCOCC1.C(OCC)C. The product is [Br:1][C:2]1[C:3]([S:9][CH3:10])=[N:4][C:5]([NH:15][C:14]2[CH:16]=[CH:17][C:18]([F:19])=[C:12]([Cl:11])[CH:13]=2)=[N:6][CH:7]=1. (6) The reactants are [CH3:1][C:2]([CH3:22])([CH3:21])[C:3]#[C:4][C:5]1[CH:10]=[C:9]([N+:11]([O-:13])=[O:12])[C:8](F)=[CH:7][C:6]=1[NH:15]C(=O)CCC.[CH3:23][C:24]([O-:27])([CH3:26])[CH3:25].[K+].O. The catalyst is CN(C=O)C. The product is [C:24]([O:27][C:8]1[CH:7]=[C:6]2[C:5]([CH:4]=[C:3]([C:2]([CH3:1])([CH3:21])[CH3:22])[NH:15]2)=[CH:10][C:9]=1[N+:11]([O-:13])=[O:12])([CH3:26])([CH3:25])[CH3:23]. The yield is 0.210.